Dataset: Full USPTO retrosynthesis dataset with 1.9M reactions from patents (1976-2016). Task: Predict the reactants needed to synthesize the given product. (1) Given the product [CH3:1][CH:2]([C:8](=[O:10])[CH2:9][CH2:15][CH:14]=[CH2:13])[C:3]([O:5][CH2:6][CH3:7])=[O:4], predict the reactants needed to synthesize it. The reactants are: [CH3:1][CH:2]([C:8](=[O:10])[CH3:9])[C:3]([O:5][CH2:6][CH3:7])=[O:4].[H-].[Na+].[CH2:13]([Li])[CH2:14][CH2:15]C.C(Br)C=C. (2) The reactants are: C(OC([NH:8][C@:9]1([C:18]([OH:20])=[O:19])[CH2:11][C@H:10]1[C:12]1[CH:17]=[CH:16][CH:15]=[CH:14][CH:13]=1)=O)(C)(C)C.Cl.O1CCOCC1. Given the product [NH2:8][C@@:9]1([C:18]([OH:20])=[O:19])[CH2:11][C@@H:10]1[C:12]1[CH:17]=[CH:16][CH:15]=[CH:14][CH:13]=1, predict the reactants needed to synthesize it. (3) The reactants are: Br[CH2:2][C:3]([C:5]1[CH:10]=[C:9]([F:11])[C:8]([O:12][Si:13]([CH:20]([CH3:22])[CH3:21])([CH:17]([CH3:19])[CH3:18])[CH:14]([CH3:16])[CH3:15])=[CH:7][C:6]=1[F:23])=[O:4].[F:24][C:25]1[CH:26]=[C:27]([C:31]2([OH:37])[CH2:36][CH2:35][NH:34][CH2:33][CH2:32]2)[CH:28]=[CH:29][CH:30]=1. Given the product [F:23][C:6]1[CH:7]=[C:8]([O:12][Si:13]([CH:20]([CH3:22])[CH3:21])([CH:17]([CH3:19])[CH3:18])[CH:14]([CH3:16])[CH3:15])[C:9]([F:11])=[CH:10][C:5]=1[CH:3]([OH:4])[CH2:2][N:34]1[CH2:33][CH2:32][C:31]([C:27]2[CH:28]=[CH:29][CH:30]=[C:25]([F:24])[CH:26]=2)([OH:37])[CH2:36][CH2:35]1, predict the reactants needed to synthesize it. (4) Given the product [CH2:1]([N:3]1[C:8]2[N:9]=[C:10]([NH:21][C:20]3[CH:22]=[CH:23][CH:24]=[CH:25][C:19]=3[O:18][CH3:17])[N:11]=[CH:12][C:7]=2[CH:6]=[CH:5][C:4]1=[O:16])[CH3:2], predict the reactants needed to synthesize it. The reactants are: [CH2:1]([N:3]1[C:8]2[N:9]=[C:10](S(C)=O)[N:11]=[CH:12][C:7]=2[CH:6]=[CH:5][C:4]1=[O:16])[CH3:2].[CH3:17][O:18][C:19]1[CH:25]=[CH:24][CH:23]=[CH:22][C:20]=1[NH2:21]. (5) Given the product [Br:1][C:2]1[N:7]=[CH:6][C:5]([NH:8][CH2:16][C:15]2[C:14]([F:13])=[CH:21][CH:20]=[CH:19][C:18]=2[F:22])=[CH:4][CH:3]=1, predict the reactants needed to synthesize it. The reactants are: [Br:1][C:2]1[N:7]=[CH:6][C:5]([NH2:8])=[CH:4][CH:3]=1.C(O)(=O)C.[F:13][C:14]1[CH:21]=[CH:20][CH:19]=[C:18]([F:22])[C:15]=1[CH:16]=O.C([BH3-])#N.[Na+]. (6) Given the product [Br:15][C:16]1[CH:22]=[C:21]([Cl:23])[C:19]([CH2:4][C:5](=[O:6])[CH3:7])=[C:18]([Cl:24])[CH:17]=1, predict the reactants needed to synthesize it. The reactants are: C([O:4][C:5]([CH3:7])=[CH2:6])(=O)C.N(OC(C)(C)C)=O.[Br:15][C:16]1[CH:22]=[C:21]([Cl:23])[C:19](N)=[C:18]([Cl:24])[CH:17]=1. (7) Given the product [CH3:1][O:2][C:3]1[CH:8]=[CH:7][C:6]([NH:9][C:10]2[C:15]([NH2:16])=[CH:14][N:13]=[C:12]([NH:19][C:20]3[CH:21]=[N:22][N:23]([CH:25]4[CH2:30][CH2:29][N:28]([CH3:31])[CH2:27][CH2:26]4)[CH:24]=3)[N:11]=2)=[CH:5][CH:4]=1, predict the reactants needed to synthesize it. The reactants are: [CH3:1][O:2][C:3]1[CH:8]=[CH:7][C:6]([NH:9][C:10]2[C:15]([N+:16]([O-])=O)=[CH:14][N:13]=[C:12]([NH:19][C:20]3[CH:21]=[N:22][N:23]([CH:25]4[CH2:30][CH2:29][N:28]([CH3:31])[CH2:27][CH2:26]4)[CH:24]=3)[N:11]=2)=[CH:5][CH:4]=1. (8) Given the product [ClH:1].[CH3:18][C:10]1[C:11]2[CH:17]=[CH:16][CH:15]=[CH:14][C:12]=2[S:13][C:9]=1[NH2:8], predict the reactants needed to synthesize it. The reactants are: [ClH:1].C(OC(=O)[NH:8][C:9]1[S:13][C:12]2[CH:14]=[CH:15][CH:16]=[CH:17][C:11]=2[C:10]=1[CH3:18])(C)(C)C. (9) Given the product [C:1]1([CH2:7][CH:8]([O:10][C:12]2[N:13]=[C:14]([OH:22])[C:15]3[CH:21]=[CH:20][N:19]=[CH:18][C:16]=3[N:17]=2)[CH3:9])[CH:6]=[CH:5][CH:4]=[CH:3][CH:2]=1, predict the reactants needed to synthesize it. The reactants are: [C:1]1([CH2:7][CH:8]([OH:10])[CH3:9])[CH:6]=[CH:5][CH:4]=[CH:3][CH:2]=1.Cl[C:12]1[N:13]=[C:14]([OH:22])[C:15]2[CH:21]=[CH:20][N:19]=[CH:18][C:16]=2[N:17]=1. (10) Given the product [ClH:19].[Cl:19][C:16]1[CH:17]=[CH:18][C:11]2[CH2:10][CH2:9][NH:8][CH2:14][CH2:13][C:12]=2[C:15]=1[S:20][CH2:21][CH2:22][O:23][C:33](=[O:34])[C:32]([CH3:37])([CH3:36])[CH3:31], predict the reactants needed to synthesize it. The reactants are: C(OC([N:8]1[CH2:14][CH2:13][C:12]2[C:15]([S:20][CH2:21][CH2:22][OH:23])=[C:16]([Cl:19])[CH:17]=[CH:18][C:11]=2[CH2:10][CH2:9]1)=O)(C)(C)C.C(N(CC)CC)C.[CH3:31][C:32]([CH3:37])([CH3:36])[C:33](Cl)=[O:34].